Dataset: Full USPTO retrosynthesis dataset with 1.9M reactions from patents (1976-2016). Task: Predict the reactants needed to synthesize the given product. Given the product [N:21]1([CH2:45][C:44]2[CH:30]=[CH:29][C:28]([C:27]3[NH:26][C:11]4[N:16]=[CH:15][N:14]=[C:13]([N:17]([CH3:18])[CH3:19])[C:12]=4[CH:39]=3)=[CH:42][CH:43]=2)[CH:25]=[CH:24][N:23]=[CH:22]1, predict the reactants needed to synthesize it. The reactants are: ClCC1C=CC(C2C[C:11]3[N:16]=[CH:15][N:14]=[C:13]([N:17]([CH3:19])[CH3:18])[C:12]=3N=2)=CC=1.[NH:21]1[CH:25]=[CH:24][N:23]=[CH:22]1.[NH2:26][C@H:27]([C:39](O)=O)[CH2:28][C:29]1C=C2C(C=CC=C2)=C[CH:30]=1.[CH2:42](O)[CH2:43][CH2:44][CH3:45].